From a dataset of Forward reaction prediction with 1.9M reactions from USPTO patents (1976-2016). Predict the product of the given reaction. (1) Given the reactants [Cl:1][C:2]1[CH:3]=[N:4][C:5]2[C:10]([CH:11]=1)=[CH:9][C:8]([N+:12]([O-])=O)=[CH:7][C:6]=2[CH3:15], predict the reaction product. The product is: [Cl:1][C:2]1[CH:3]=[N:4][C:5]2[C:10]([CH:11]=1)=[CH:9][C:8]([NH2:12])=[CH:7][C:6]=2[CH3:15]. (2) The product is: [OH:1][CH2:2][C:3]([NH:6][C:7](=[O:33])[C:8]1[CH:13]=[CH:12][C:11]([CH:14]([C:26]2[CH:31]=[CH:30][CH:29]=[CH:28][C:27]=2[CH3:32])[CH2:15]/[C:16](=[N:35]\[OH:36])/[C:18]2[CH:23]=[CH:22][C:21](=[O:24])[N:20]([CH3:25])[CH:19]=2)=[CH:10][CH:9]=1)([CH3:5])[CH3:4]. Given the reactants [OH:1][CH2:2][C:3]([NH:6][C:7](=[O:33])[C:8]1[CH:13]=[CH:12][C:11]([CH:14]([C:26]2[CH:31]=[CH:30][CH:29]=[CH:28][C:27]=2[CH3:32])[CH2:15][C:16]([C:18]2[CH:23]=[CH:22][C:21](=[O:24])[N:20]([CH3:25])[CH:19]=2)=O)=[CH:10][CH:9]=1)([CH3:5])[CH3:4].Cl.[NH2:35][OH:36].C(=O)([O-])O.[Na+], predict the reaction product. (3) Given the reactants [CH2:1]([O:8][C:9]([NH:11][C@H:12]([CH:16]([CH3:18])[CH3:17])[C:13]([OH:15])=O)=[O:10])[C:2]1[CH:7]=[CH:6][CH:5]=[CH:4][CH:3]=1.[CH3:19][CH2:20][SH:21].C1(N=C=NC2CCCCC2)CCCCC1, predict the reaction product. The product is: [CH2:20]([S:21][C:13](=[O:15])[C@H:12]([NH:11][C:9]([O:8][CH2:1][C:2]1[CH:3]=[CH:4][CH:5]=[CH:6][CH:7]=1)=[O:10])[CH:16]([CH3:18])[CH3:17])[CH3:19]. (4) The product is: [C:44]([O:43][C:41]([N:24]([CH2:25][C@@H:26]([C:34]1[CH:39]=[CH:38][CH:37]=[C:36]([Cl:40])[CH:35]=1)[O:27][CH:28]1[CH2:33][CH2:32][CH2:31][CH2:30][O:29]1)[CH2:23][CH2:22][C:19]1[CH:18]=[CH:17][C:16]([S:13]([C:10]2[CH:11]=[CH:12][C:2]([NH:1][CH2:51][CH2:52][CH3:53])=[C:3]([CH:9]=2)[C:4]([O:6][CH2:7][CH3:8])=[O:5])(=[O:15])=[O:14])=[CH:21][CH:20]=1)=[O:42])([CH3:46])([CH3:45])[CH3:47]. Given the reactants [NH2:1][C:2]1[CH:12]=[CH:11][C:10]([S:13]([C:16]2[CH:21]=[CH:20][C:19]([CH2:22][CH2:23][N:24]([C:41]([O:43][C:44]([CH3:47])([CH3:46])[CH3:45])=[O:42])[CH2:25][C@@H:26]([C:34]3[CH:39]=[CH:38][CH:37]=[C:36]([Cl:40])[CH:35]=3)[O:27][CH:28]3[CH2:33][CH2:32][CH2:31][CH2:30][O:29]3)=[CH:18][CH:17]=2)(=[O:15])=[O:14])=[CH:9][C:3]=1[C:4]([O:6][CH2:7][CH3:8])=[O:5].[H-].[Na+].Br[CH2:51][CH2:52][CH3:53].[I-].[K+], predict the reaction product.